This data is from Retrosynthesis with 50K atom-mapped reactions and 10 reaction types from USPTO. The task is: Predict the reactants needed to synthesize the given product. (1) Given the product Cn1ncc2c1CN(C(=O)c1ccc3cc[nH]c3c1)[C@H]2C(=O)Nc1ccc(-n2ccccc2=O)cc1F, predict the reactants needed to synthesize it. The reactants are: Cn1ncc2c1CN[C@H]2C(=O)Nc1ccc(-n2ccccc2=O)cc1F.O=C(O)c1ccc2cc[nH]c2c1. (2) Given the product C=CCOC(=O)NC(Cc1cc(C2CCCN2C(=O)OC(C)(C)C)no1)C(=O)OCC, predict the reactants needed to synthesize it. The reactants are: C=CCOC(=O)NC(Cc1cc(C2CCCN2C(=O)OC(C)(C)C)no1)(C(=O)OCC)C(=O)OCC. (3) Given the product CN(C)C(=O)CCCCc1cccc(C(O)CCNC(=O)C(F)(F)F)c1, predict the reactants needed to synthesize it. The reactants are: CN(C)C(=O)CCC#Cc1cccc(C(O)CCNC(=O)C(F)(F)F)c1. (4) Given the product C[N@+]1(CC2CC2)CC[C@]23c4c5ccc(O)c4O[C@H]2C(=O)CC[C@@]3(OCc2ccc(Cl)cc2)[C@H]1C5, predict the reactants needed to synthesize it. The reactants are: CI.O=C1CC[C@@]2(OCc3ccc(Cl)cc3)[C@H]3Cc4ccc(O)c5c4[C@@]2(CCN3CC2CC2)[C@H]1O5. (5) Given the product O=C(O)CCOCCCc1cccc(-c2nc(=O)c3ccccc3s2)n1, predict the reactants needed to synthesize it. The reactants are: CC(C)(C)OC(=O)CCOCCCc1cccc(-c2nc(=O)c3ccccc3s2)n1.